Task: Predict the product of the given reaction.. Dataset: Forward reaction prediction with 1.9M reactions from USPTO patents (1976-2016) The product is: [OH:12][C:10]1[C:3]2[N:2]([CH:6]=[C:5]([N+:7]([O-:9])=[O:8])[CH:4]=2)[N:1]=[CH:17][C:18]=1[C:19]#[N:20]. Given the reactants [NH2:1][N:2]1[CH:6]=[C:5]([N+:7]([O-:9])=[O:8])[CH:4]=[C:3]1[C:10]([O:12]C)=O.C(O[CH:17](OCC)[CH2:18][C:19]#[N:20])C.Cl.C1CCN2C(=NCCC2)CC1, predict the reaction product.